From a dataset of Reaction yield outcomes from USPTO patents with 853,638 reactions. Predict the reaction yield, written as a fraction of the theoretical maximum amount of product (1.0 means a 100% yield; for example, 0.34 means a 34% yield). (1) The reactants are Br[C:2]1[CH:3]=[C:4]([C:15]2[CH:20]=[CH:19][C:18]([C:21]([O:23][CH2:24][CH3:25])=[O:22])=[CH:17][CH:16]=2)[CH:5]=[CH:6][C:7]=1[O:8][CH2:9][CH2:10][O:11][C:12](=[O:14])[CH3:13].[C:26]([C:30]1[CH:31]=[C:32](B(O)O)[CH:33]=[CH:34][C:35]=1[N:36]1[CH2:40][CH2:39][CH2:38][CH2:37]1)([CH3:29])([CH3:28])[CH3:27].C(=O)([O-])[O-].[K+].[K+]. The catalyst is C1C=CC([P]([Pd]([P](C2C=CC=CC=2)(C2C=CC=CC=2)C2C=CC=CC=2)([P](C2C=CC=CC=2)(C2C=CC=CC=2)C2C=CC=CC=2)[P](C2C=CC=CC=2)(C2C=CC=CC=2)C2C=CC=CC=2)(C2C=CC=CC=2)C2C=CC=CC=2)=CC=1. The product is [C:12]([O:11][CH2:10][CH2:9][O:8][C:7]1[CH:6]=[CH:5][C:4]([C:15]2[CH:20]=[CH:19][C:18]([C:21]([O:23][CH2:24][CH3:25])=[O:22])=[CH:17][CH:16]=2)=[CH:3][C:2]=1[C:32]1[CH:33]=[CH:34][C:35]([N:36]2[CH2:37][CH2:38][CH2:39][CH2:40]2)=[C:30]([C:26]([CH3:29])([CH3:28])[CH3:27])[CH:31]=1)(=[O:14])[CH3:13]. The yield is 0.470. (2) The reactants are [CH2:1]1[C:10]2[C:5](=[CH:6][CH:7]=[CH:8][CH:9]=2)[CH2:4][CH2:3][N:2]1[C:11]1[C:20]2[C:15](=[CH:16][CH:17]=[C:18](I)[CH:19]=2)[N:14]=[CH:13][N:12]=1.[CH2:22]([C:24]1[NH:41][C:27]2=[N:28][CH:29]=[C:30](B3OC(C)(C)C(C)(C)O3)[CH:31]=[C:26]2[N:25]=1)[CH3:23].C(=O)([O-])O.[Na+]. The catalyst is O1CCOCC1.O.CC(=O)OCC.Cl[Pd](Cl)([P](C1C=CC=CC=1)(C1C=CC=CC=1)C1C=CC=CC=1)[P](C1C=CC=CC=1)(C1C=CC=CC=1)C1C=CC=CC=1. The product is [CH2:1]1[C:10]2[C:5](=[CH:6][CH:7]=[CH:8][CH:9]=2)[CH2:4][CH2:3][N:2]1[C:11]1[C:20]2[C:15](=[CH:16][CH:17]=[C:18]([C:30]3[CH:31]=[C:26]4[N:25]=[C:24]([CH2:22][CH3:23])[NH:41][C:27]4=[N:28][CH:29]=3)[CH:19]=2)[N:14]=[CH:13][N:12]=1. The yield is 0.920. (3) The reactants are Br[C:2]1[CH:6]=[C:5]([Si](C)(C)C)[S:4][C:3]=1[C:11]1[S:12][C:13]([Si](C)(C)C)=[CH:14][C:15]=1Br.C([Li])CCC.[CH3:26][CH:27]([CH2:39][CH2:40][CH2:41][CH:42]([CH3:44])[CH3:43])[CH2:28][CH2:29][Si:30]([CH2:33][CH2:34][CH2:35][CH2:36][CH2:37][CH3:38])(Cl)Cl.O. The catalyst is O1CCCC1.CCCCCC. The product is [CH3:26][CH:27]([CH2:39][CH2:40][CH2:41][CH:42]([CH3:43])[CH3:44])[CH2:28][CH2:29][Si:30]1([CH2:33][CH2:34][CH2:35][CH2:36][CH2:37][CH3:38])[C:2]2[CH:6]=[CH:5][S:4][C:3]=2[C:11]2[S:12][CH:13]=[CH:14][C:15]1=2. The yield is 0.810. (4) The reactants are [Br:1][C:2]1[CH:3]=[C:4]([CH:8]=[CH:9][CH2:10][CH2:11][C:12]([OH:14])=[O:13])[CH:5]=[CH:6][CH:7]=1.Br.[H][H]. The catalyst is CCOC(C)=O.CC(O)=O.[Pd]. The product is [Br:1][C:2]1[CH:3]=[C:4]([CH2:8][CH2:9][CH2:10][CH2:11][C:12]([OH:14])=[O:13])[CH:5]=[CH:6][CH:7]=1. The yield is 0.800.